Dataset: Full USPTO retrosynthesis dataset with 1.9M reactions from patents (1976-2016). Task: Predict the reactants needed to synthesize the given product. (1) Given the product [CH2:18]([O:20][C:21](=[O:26])[CH2:22][C:23]([NH:9][C:5]1([CH2:4][C:3]([O:2][CH3:1])=[O:10])[CH2:8][O:7][CH2:6]1)=[O:24])[CH3:19], predict the reactants needed to synthesize it. The reactants are: [CH3:1][O:2][C:3](=[O:10])[CH2:4][C:5]1([NH2:9])[CH2:8][O:7][CH2:6]1.C(N(CC)CC)C.[CH2:18]([O:20][C:21](=[O:26])[CH2:22][C:23](Cl)=[O:24])[CH3:19].C([O-])(O)=O.[Na+]. (2) The reactants are: Br[C:2]1[CH:3]=[C:4]2[C:23](=[CH:24][CH:25]=1)[C:7]1[NH:8][N:9]=[C:10]([C:11]3[C:12]([C:17]4[CH:22]=[CH:21][CH:20]=[CH:19][CH:18]=4)=[N:13][O:14][C:15]=3[CH3:16])[C:6]=1[CH2:5]2.BrC1C=C2C(=CC=1)CCC2.[CH3:36][N:37](C=O)C. Given the product [CH3:16][C:15]1[O:14][N:13]=[C:12]([C:17]2[CH:18]=[CH:19][CH:20]=[CH:21][CH:22]=2)[C:11]=1[C:10]1[NH:9][N:8]=[C:7]2[C:23]3[C:4]([CH2:5][C:6]=12)=[CH:3][C:2]([C:36]#[N:37])=[CH:25][CH:24]=3, predict the reactants needed to synthesize it. (3) Given the product [CH3:1][N:2]([CH2:18][C:19]1[CH:20]=[C:21]([CH:22]=[CH:23][CH:24]=1)[C:25]([NH:26][C:27]1[CH:32]=[CH:31][C:30]([N:33]2[CH2:34][CH2:35][CH2:36][CH2:37][CH2:38]2)=[CH:29][C:28]=1[C:39]1[CH:44]=[C:43]([CH:42]=[CH:41][N:40]=1)[C:45]([NH:46][CH2:47][C:48]1[CH:53]=[CH:52][CH:51]=[C:50]([C:54]([F:55])([F:57])[F:56])[CH:49]=1)=[O:58])=[O:59])[CH2:3][CH2:4][N:5]1[CH2:6][CH2:7][N:8]([CH3:11])[CH2:9][CH2:10]1, predict the reactants needed to synthesize it. The reactants are: [CH3:1][N:2]([CH2:18][C:19]1[CH:24]=[CH:23][CH:22]=[C:21]([C:25](=[O:59])[NH:26][C:27]2[CH:32]=[CH:31][C:30]([N:33]3[CH2:38][CH2:37][CH2:36][CH2:35][CH2:34]3)=[CH:29][C:28]=2[C:39]2[CH:44]=[C:43]([C:45](=[O:58])[NH:46][CH2:47][C:48]3[CH:53]=[CH:52][CH:51]=[C:50]([C:54]([F:57])([F:56])[F:55])[CH:49]=3)[CH:42]=[CH:41][N:40]=2)[CH:20]=1)[CH2:3][CH2:4][N:5]1[CH2:10][CH2:9][N:8]([C:11](OC(C)(C)C)=O)[CH2:7][CH2:6]1.ClCCl.C(O)(C(F)(F)F)=O.C(N(CC)CC)C.CS(Cl)(=O)=O. (4) Given the product [C:1]([O:5][C:6](=[O:24])[N:7]([CH2:8][C:9]1([CH2:18][CH:19]2[O:23][CH2:22][CH2:21][O:20]2)[C:17]2[C:12](=[CH:13][CH:14]=[CH:15][CH:16]=2)[CH2:11][CH2:10]1)[CH3:27])([CH3:4])([CH3:2])[CH3:3], predict the reactants needed to synthesize it. The reactants are: [C:1]([O:5][C:6](=[O:24])[NH:7][CH2:8][C:9]1([CH2:18][CH:19]2[O:23][CH2:22][CH2:21][O:20]2)[C:17]2[C:12](=[CH:13][CH:14]=[CH:15][CH:16]=2)[CH2:11][CH2:10]1)([CH3:4])([CH3:3])[CH3:2].IC.[CH3:27][Si]([N-][Si](C)(C)C)(C)C.[Na+]. (5) The reactants are: O=[C:2]1[C:7]([C:8]([O:10][CH3:11])=[O:9])=[CH:6][CH:5]=[CH:4][O:3]1.[CH3:12][C:13]([CH3:17])([CH3:16])[CH2:14][NH2:15].Cl.C(N=C=NCCCN(C)C)C.Cl. Given the product [CH3:12][C:13]([CH3:17])([CH3:16])[CH2:14][N:15]1[CH:4]=[CH:5][CH:6]=[C:7]([C:8]([O:10][CH3:11])=[O:9])[C:2]1=[O:3], predict the reactants needed to synthesize it.